Dataset: Full USPTO retrosynthesis dataset with 1.9M reactions from patents (1976-2016). Task: Predict the reactants needed to synthesize the given product. (1) Given the product [CH3:18][O:17][C:12]1[CH:13]=[C:14]2[C:9]([CH:8]=[C:7]([C:26]3[CH:31]=[CH:30][C:29]([O:32][CH3:33])=[CH:28][C:27]=3[N+:34]([O-:36])=[O:35])[CH2:16][CH2:15]2)=[CH:10][CH:11]=1, predict the reactants needed to synthesize it. The reactants are: FC(F)(F)S(O[C:7]1[CH2:16][CH2:15][C:14]2[C:9](=[CH:10][CH:11]=[C:12]([O:17][CH3:18])[CH:13]=2)[CH:8]=1)(=O)=O.C([Sn](CCCC)(CCCC)[C:26]1[CH:31]=[CH:30][C:29]([O:32][CH3:33])=[CH:28][C:27]=1[N+:34]([O-:36])=[O:35])CCC. (2) Given the product [CH3:17][N:13]1[C:12](=[O:18])[C:11]([CH2:10][NH:9][C:7]([C:6]2[CH:19]=[C:2]([C:41]3[CH:42]=[CH:43][C:38]([O:37][CH2:36][CH2:35][O:34][CH3:33])=[CH:39][CH:40]=3)[CH:3]=[C:4]([N:21]([C@H:24]3[CH2:29][CH2:28][C@H:27]([N:30]([CH3:32])[CH3:31])[CH2:26][CH2:25]3)[CH2:22][CH3:23])[C:5]=2[CH3:20])=[O:8])=[C:15]([CH3:16])[NH:14]1, predict the reactants needed to synthesize it. The reactants are: Br[C:2]1[CH:3]=[C:4]([N:21]([C@H:24]2[CH2:29][CH2:28][C@H:27]([N:30]([CH3:32])[CH3:31])[CH2:26][CH2:25]2)[CH2:22][CH3:23])[C:5]([CH3:20])=[C:6]([CH:19]=1)[C:7]([NH:9][CH2:10][C:11]1[C:12](=[O:18])[N:13]([CH3:17])[NH:14][C:15]=1[CH3:16])=[O:8].[CH3:33][O:34][CH2:35][CH2:36][O:37][C:38]1[CH:43]=[CH:42][C:41](B2OC(C)(C)C(C)(C)O2)=[CH:40][CH:39]=1.C([O-])([O-])=O.[Na+].[Na+]. (3) Given the product [O:19]([CH2:18][CH2:17][O:1][C:2]1[CH:9]=[CH:8][C:5]([CH:6]=[O:7])=[CH:4][CH:3]=1)[Si:20]([C:23]([CH3:26])([CH3:25])[CH3:24])([CH3:22])[CH3:21], predict the reactants needed to synthesize it. The reactants are: [OH:1][C:2]1[CH:9]=[CH:8][C:5]([CH:6]=[O:7])=[CH:4][CH:3]=1.C(=O)([O-])[O-].[K+].[K+].Br[CH2:17][CH2:18][O:19][Si:20]([C:23]([CH3:26])([CH3:25])[CH3:24])([CH3:22])[CH3:21].O. (4) Given the product [CH3:1][O:2][C:3]1[CH:11]=[CH:10][C:6]([C:7]([NH:26][C:16]2[CH:17]=[C:18]([C:21]3[NH:22][CH:23]=[CH:24][CH:25]=3)[CH:19]=[CH:20][C:15]=2[N+:12]([O-:14])=[O:13])=[O:8])=[CH:5][CH:4]=1, predict the reactants needed to synthesize it. The reactants are: [CH3:1][O:2][C:3]1[CH:11]=[CH:10][C:6]([C:7](Cl)=[O:8])=[CH:5][CH:4]=1.[N+:12]([C:15]1[CH:20]=[CH:19][C:18]([C:21]2[NH:22][CH:23]=[CH:24][CH:25]=2)=[CH:17][C:16]=1[NH2:26])([O-:14])=[O:13].C([O-])(O)=O.[Na+]. (5) Given the product [CH2:1]([O:5][CH2:6][CH2:7][O:8][C:9]1[CH:10]=[CH:11][C:12]([C:15]2[CH:16]=[CH:17][C:18]3[N:24]([C:31](=[O:32])[C:30]([F:41])([F:40])[F:29])[CH2:23][CH2:22][C:21]([C:25]([OH:27])=[O:26])=[CH:20][C:19]=3[CH:28]=2)=[CH:13][CH:14]=1)[CH2:2][CH2:3][CH3:4], predict the reactants needed to synthesize it. The reactants are: [CH2:1]([O:5][CH2:6][CH2:7][O:8][C:9]1[CH:14]=[CH:13][C:12]([C:15]2[CH:16]=[CH:17][C:18]3[NH:24][CH2:23][CH2:22][C:21]([C:25]([OH:27])=[O:26])=[CH:20][C:19]=3[CH:28]=2)=[CH:11][CH:10]=1)[CH2:2][CH2:3][CH3:4].[F:29][C:30]([F:41])([F:40])[C:31](O[C:31](=[O:32])[C:30]([F:41])([F:40])[F:29])=[O:32].C(=O)(O)[O-].[Na+].Cl.